The task is: Predict which catalyst facilitates the given reaction.. This data is from Catalyst prediction with 721,799 reactions and 888 catalyst types from USPTO. (1) Reactant: [Br:1][C:2]1[S:6][C:5]([CH3:7])=[C:4]([C@@H:8]2[CH2:10][C@H:9]2[C:11]([O:13]CC)=[O:12])[CH:3]=1.[OH-].[Na+].O. Product: [Br:1][C:2]1[S:6][C:5]([CH3:7])=[C:4]([C@@H:8]2[CH2:10][C@H:9]2[C:11]([OH:13])=[O:12])[CH:3]=1. The catalyst class is: 5. (2) Reactant: [Cl:1][C:2]1[N:10]=[C:9]([CH3:11])[CH:8]=[CH:7][C:3]=1[C:4]([OH:6])=O.[N:12]1[CH:17]=[CH:16][CH:15]=[CH:14][C:13]=1[CH2:18][CH2:19][O:20][C:21]1[CH:26]=[CH:25][C:24]([NH2:27])=[CH:23][CH:22]=1.O.ON1C2C=CC=CC=2N=N1.CN(C)CCCN=C=NCC. Product: [Cl:1][C:2]1[N:10]=[C:9]([CH3:11])[CH:8]=[CH:7][C:3]=1[C:4]([NH:27][C:24]1[CH:23]=[CH:22][C:21]([O:20][CH2:19][CH2:18][C:13]2[CH:14]=[CH:15][CH:16]=[CH:17][N:12]=2)=[CH:26][CH:25]=1)=[O:6]. The catalyst class is: 255. (3) Reactant: [OH:1][C@@H:2]([CH2:10][NH2:11])[CH2:3][CH2:4][C@@H:5]([C:7]([OH:9])=O)[NH2:6].O.ON1C2C=CC=CC=2N=N1.CN(C)CCCN=C=NCC.Cl.C(N(CC)CC)C.[C:42](O[C:42]([O:44][C:45]([CH3:48])([CH3:47])[CH3:46])=[O:43])([O:44][C:45]([CH3:48])([CH3:47])[CH3:46])=[O:43]. Product: [C:45]([O:44][C:42]([NH:6][C@H:5]1[CH2:4][CH2:3][C@@H:2]([OH:1])[CH2:10][NH:11][C:7]1=[O:9])=[O:43])([CH3:48])([CH3:47])[CH3:46]. The catalyst class is: 59.